This data is from Forward reaction prediction with 1.9M reactions from USPTO patents (1976-2016). The task is: Predict the product of the given reaction. (1) Given the reactants [Cl:1][C:2]1[N:3]=[N:4][C:5](Cl)=[CH:6][C:7]=1[CH3:8].[CH3:10][O:11][C:12]1[CH:19]=[C:18]([O:20][CH3:21])[CH:17]=[CH:16][C:13]=1[CH2:14][NH2:15], predict the reaction product. The product is: [Cl:1][C:2]1[N:3]=[N:4][C:5]([NH:15][CH2:14][C:13]2[CH:16]=[CH:17][C:18]([O:20][CH3:21])=[CH:19][C:12]=2[O:11][CH3:10])=[CH:6][C:7]=1[CH3:8]. (2) Given the reactants C(OC([N:8]1[CH2:13][CH2:12][CH:11]([C:14]2[C:22]3[C:17](=[CH:18][CH:19]=[C:20]([Cl:23])[CH:21]=3)[NH:16][CH:15]=2)[CH2:10][CH2:9]1)=O)(C)(C)C.C(O)(C(F)(F)F)=O.C(Cl)Cl, predict the reaction product. The product is: [Cl:23][C:20]1[CH:21]=[C:22]2[C:17](=[CH:18][CH:19]=1)[NH:16][CH:15]=[C:14]2[CH:11]1[CH2:12][CH2:13][NH:8][CH2:9][CH2:10]1. (3) Given the reactants Br[C:2]1[C:3]([NH2:8])=[N:4][CH:5]=[CH:6][CH:7]=1.CC1(C)C(C)(C)OB([C:17]2[CH:22]=[CH:21][C:20](/[CH:23]=[CH:24]/[C:25]3[CH:30]=[CH:29][CH:28]=[CH:27][CH:26]=3)=[CH:19][CH:18]=2)O1.C(=O)([O-])[O-].[Na+].[Na+], predict the reaction product. The product is: [CH:23](/[C:20]1[CH:21]=[CH:22][C:17]([C:2]2[C:3]([NH2:8])=[N:4][CH:5]=[CH:6][CH:7]=2)=[CH:18][CH:19]=1)=[CH:24]\[C:25]1[CH:30]=[CH:29][CH:28]=[CH:27][CH:26]=1. (4) Given the reactants [CH2:1]([O:6][C:7]1[CH:12]=[CH:11][CH:10]=[CH:9][CH:8]=1)[CH2:2][CH2:3][CH2:4][CH3:5].[Cl:13][S:14](O)(=[O:16])=[O:15], predict the reaction product. The product is: [CH2:1]([O:6][C:7]1[CH:8]=[CH:9][C:10]([S:14]([Cl:13])(=[O:16])=[O:15])=[CH:11][CH:12]=1)[CH2:2][CH2:3][CH2:4][CH3:5]. (5) The product is: [CH3:20][N:21]1[CH2:26][CH2:25][N:24]([CH2:1][CH:3]2[CH2:12][C:11]3[C:6](=[CH:7][CH:8]=[CH:9][CH:10]=3)[CH2:5][N:4]2[C:13]([O:15][C:16]([CH3:19])([CH3:18])[CH3:17])=[O:14])[CH2:23][CH2:22]1. Given the reactants [CH:1]([CH:3]1[CH2:12][C:11]2[C:6](=[CH:7][CH:8]=[CH:9][CH:10]=2)[CH2:5][N:4]1[C:13]([O:15][C:16]([CH3:19])([CH3:18])[CH3:17])=[O:14])=O.[CH3:20][N:21]1[CH2:26][CH2:25][NH:24][CH2:23][CH2:22]1, predict the reaction product. (6) Given the reactants [NH2:1][C:2]([CH3:17])([CH2:5][N:6]1[CH:14]=[C:13]2[C:8]([CH:9]=[C:10]([Cl:16])[CH:11]=[C:12]2[Cl:15])=[N:7]1)[C:3]#[N:4].[F:18][C:19]([F:30])([F:29])[C:20]1[CH:28]=[CH:27][C:23]([C:24](Cl)=[S:25])=[CH:22][CH:21]=1, predict the reaction product. The product is: [C:3]([C:2]([NH:1][C:24](=[S:25])[C:23]1[CH:22]=[CH:21][C:20]([C:19]([F:18])([F:29])[F:30])=[CH:28][CH:27]=1)([CH3:17])[CH2:5][N:6]1[CH:14]=[C:13]2[C:8]([CH:9]=[C:10]([Cl:16])[CH:11]=[C:12]2[Cl:15])=[N:7]1)#[N:4]. (7) Given the reactants [F:1][C:2]1[CH:7]=[C:6]([F:8])[C:5]([F:9])=[CH:4][C:3]=1[CH2:10][C:11]([OH:13])=O.[CH3:14][C:15]1([CH3:23])[O:22][C:20](=[O:21])[CH2:19][C:17](=[O:18])[O:16]1.C(OC(C)C)(=O)C.Cl, predict the reaction product. The product is: [OH:13][C:11](=[C:19]1[C:20](=[O:21])[O:22][C:15]([CH3:23])([CH3:14])[O:16][C:17]1=[O:18])[CH2:10][C:3]1[CH:4]=[C:5]([F:9])[C:6]([F:8])=[CH:7][C:2]=1[F:1].